This data is from Forward reaction prediction with 1.9M reactions from USPTO patents (1976-2016). The task is: Predict the product of the given reaction. (1) Given the reactants [CH3:1][O:2][C:3](=[O:15])[CH2:4][C:5]1[CH:10]=[CH:9][C:8]([N+:11]([O-])=O)=[CH:7][C:6]=1[CH3:14].C([O-])=O.[NH4+], predict the reaction product. The product is: [CH3:1][O:2][C:3](=[O:15])[CH2:4][C:5]1[CH:10]=[CH:9][C:8]([NH2:11])=[CH:7][C:6]=1[CH3:14]. (2) Given the reactants [F:1][C:2]1[CH:7]=[CH:6][C:5]([F:8])=[CH:4][C:3]=1[C:9]1[CH2:13][N:12]([C:14]([C@@H:16]([NH2:21])[C:17]([CH3:20])([CH3:19])[CH3:18])=[O:15])[C@H:11]([C:22]2[CH:27]=[CH:26][CH:25]=[CH:24][CH:23]=2)[CH:10]=1.Br[CH2:29][C:30]([O:32][CH2:33][CH3:34])=[O:31].C(N(CC)C(C)C)(C)C, predict the reaction product. The product is: [C:17]([C@H:16]([NH:21][CH2:29][C:30]([O:32][CH2:33][CH3:34])=[O:31])[C:14]([N:12]1[CH2:13][C:9]([C:3]2[CH:4]=[C:5]([F:8])[CH:6]=[CH:7][C:2]=2[F:1])=[CH:10][C@H:11]1[C:22]1[CH:23]=[CH:24][CH:25]=[CH:26][CH:27]=1)=[O:15])([CH3:20])([CH3:19])[CH3:18]. (3) Given the reactants [Br:1][C:2]1[CH:7]=[CH:6][CH:5]=[C:4](F)[N:3]=1.[C:9]1([C@@H:15]([NH2:17])[CH3:16])[CH:14]=[CH:13][CH:12]=[CH:11][CH:10]=1, predict the reaction product. The product is: [Br:1][C:2]1[N:3]=[C:4]([NH:17][C@H:15]([C:9]2[CH:14]=[CH:13][CH:12]=[CH:11][CH:10]=2)[CH3:16])[CH:5]=[CH:6][CH:7]=1. (4) Given the reactants [NH2:1][C:2]1[N:6]([CH2:7][CH2:8][O:9][C:10]([C:23]2[CH:28]=[CH:27][CH:26]=[CH:25][CH:24]=2)([C:17]2[CH:22]=[CH:21][CH:20]=[CH:19][CH:18]=2)[C:11]2[CH:16]=[CH:15][CH:14]=[CH:13][CH:12]=2)[N:5]=[CH:4][C:3]=1[CH2:29][NH2:30].[CH:31](OCC)=[O:32], predict the reaction product. The product is: [NH2:1][C:2]1[N:6]([CH2:7][CH2:8][O:9][C:10]([C:11]2[CH:16]=[CH:15][CH:14]=[CH:13][CH:12]=2)([C:23]2[CH:28]=[CH:27][CH:26]=[CH:25][CH:24]=2)[C:17]2[CH:18]=[CH:19][CH:20]=[CH:21][CH:22]=2)[N:5]=[CH:4][C:3]=1[CH2:29][NH:30][CH:31]=[O:32]. (5) Given the reactants [CH3:1][O:2][C:3](=[O:12])[C:4]1[CH:9]=[C:8]([Br:10])[CH:7]=[CH:6][C:5]=1[CH3:11].[Br:13]N1C(=O)CCC1=O.C(OOC(=O)C1C=CC=CC=1)(=O)C1C=CC=CC=1, predict the reaction product. The product is: [CH3:1][O:2][C:3](=[O:12])[C:4]1[CH:9]=[C:8]([Br:10])[CH:7]=[CH:6][C:5]=1[CH2:11][Br:13]. (6) The product is: [CH3:3][S:4][CH2:5][C:6]1[CH:12]=[CH:11][O:10][C:7]=1[CH2:8][OH:9]. Given the reactants [BH4-].[Na+].[CH3:3][S:4][CH2:5][C:6]1[CH:12]=[CH:11][O:10][C:7]=1[CH:8]=[O:9], predict the reaction product.